Dataset: Catalyst prediction with 721,799 reactions and 888 catalyst types from USPTO. Task: Predict which catalyst facilitates the given reaction. (1) Reactant: [F:1][C:2]1[C:3]([OH:12])=[CH:4][C:5]2[O:9][CH2:8][C:7](=[O:10])[C:6]=2[CH:11]=1.II.[I:15](O)(=O)=O. Product: [F:1][C:2]1[C:3]([OH:12])=[C:4]([I:15])[C:5]2[O:9][CH2:8][C:7](=[O:10])[C:6]=2[CH:11]=1. The catalyst class is: 40. (2) Reactant: Br[C:2]1[C:7]([F:8])=[C:6]([Cl:9])[CH:5]=[CH:4][N:3]=1.CC1(C)CCCC(C)(C)N1.[Li]CCCC.Cl[C:26]1[CH:31]=[CH:30][N:29]=C[C:27]=1F.C1C(=O)[N:37](Br)C(=O)C1.CC[O:43][C:44](C)=[O:45]. Product: [Cl:9][C:6]1[CH:5]=[CH:4][N:3]=[C:2]([N:37]2[C:26]([CH3:27])=[C:31]([C:44]([OH:43])=[O:45])[CH:30]=[N:29]2)[C:7]=1[F:8]. The catalyst class is: 20. (3) Reactant: [NH2:1][C:2]1[CH:7]=[CH:6][CH:5]=[CH:4][C:3]=1[C:8]([C:10]1[CH:15]=[CH:14][CH:13]=[CH:12][CH:11]=1)=[O:9].[N:16]1[CH:21]=[CH:20][CH:19]=[CH:18][C:17]=1[C:22]([NH:24][C:25]1[CH:30]=[CH:29][C:28]([S:31](Cl)(=[O:33])=[O:32])=[CH:27][CH:26]=1)=[O:23].N1C=CC=CC=1. Product: [C:8]([C:3]1[CH:4]=[CH:5][CH:6]=[CH:7][C:2]=1[NH:1][S:31]([C:28]1[CH:27]=[CH:26][C:25]([NH:24][C:22]([C:17]2[CH:18]=[CH:19][CH:20]=[CH:21][N:16]=2)=[O:23])=[CH:30][CH:29]=1)(=[O:32])=[O:33])(=[O:9])[C:10]1[CH:11]=[CH:12][CH:13]=[CH:14][CH:15]=1. The catalyst class is: 374. (4) Product: [C:15]([C:11]1[CH:12]=[CH:13][N:14]2[C:9]([CH:10]=1)=[C:8]([S:17][C:18]1[CH:23]=[CH:22][C:21]([S:24](=[O:30])(=[O:29])[NH:25][CH:26]3[CH2:27][CH2:28]3)=[CH:20][CH:19]=1)[C:7]([CH3:31])=[C:6]2[CH2:5][C:4]([OH:32])=[O:3])#[N:16]. The catalyst class is: 5. Reactant: C([O:3][C:4](=[O:32])[CH2:5][C:6]1[N:14]2[C:9]([CH:10]=[C:11]([C:15]#[N:16])[CH:12]=[CH:13]2)=[C:8]([S:17][C:18]2[CH:23]=[CH:22][C:21]([S:24](=[O:30])(=[O:29])[NH:25][CH:26]3[CH2:28][CH2:27]3)=[CH:20][CH:19]=2)[C:7]=1[CH3:31])C.[OH-].[Na+]. (5) The catalyst class is: 98. Product: [CH3:1][C:2]1[CH:6]=[C:5]([NH:7][C:8]2[N:16]=[CH:15][CH:14]=[CH:13][C:9]=2[C:10]([NH2:25])=[O:11])[N:4]([C:17]2[CH:22]=[CH:21][CH:20]=[CH:19][CH:18]=2)[N:3]=1. Reactant: [CH3:1][C:2]1[CH:6]=[C:5]([NH:7][C:8]2[N:16]=[CH:15][CH:14]=[CH:13][C:9]=2[C:10](O)=[O:11])[N:4]([C:17]2[CH:22]=[CH:21][CH:20]=[CH:19][CH:18]=2)[N:3]=1.CC[N:25]=C=NCCCN(C)C.C1C=NC2N(O)N=NC=2C=1.C(N(CC)CC)C.N. (6) Reactant: [Br:1][C:2]1[CH:10]=[C:9]2[C:5]([CH2:6][O:7][CH:8]2[OH:11])=[CH:4][CH:3]=1.[CH2:12]([C:14]1[CH:19]=[CH:18][C:17]([Mg]Br)=[CH:16][CH:15]=1)[CH3:13]. Product: [Br:1][C:2]1[CH:3]=[CH:4][C:5]([CH2:6][OH:7])=[C:9]([CH:8]([C:17]2[CH:18]=[CH:19][C:14]([CH2:12][CH3:13])=[CH:15][CH:16]=2)[OH:11])[CH:10]=1. The catalyst class is: 7. (7) Reactant: [CH3:1][O:2][C:3]1[CH:17]=[CH:16][C:6]([O:7][C:8]2[CH:15]=[CH:14][C:11]([C:12]#[N:13])=[CH:10][CH:9]=2)=[CH:5][CH:4]=1.[H-].[Al+3].[Li+].[H-].[H-].[H-].C1COCC1.[OH-].[Na+]. Product: [CH3:1][O:2][C:3]1[CH:17]=[CH:16][C:6]([O:7][C:8]2[CH:15]=[CH:14][C:11]([CH2:12][NH2:13])=[CH:10][CH:9]=2)=[CH:5][CH:4]=1. The catalyst class is: 6. (8) Reactant: [CH2:1]([NH:8][C@H:9]1[CH2:14][CH2:13][C@@H:12]([NH:15][C:16]2[CH:21]=[C:20](Cl)[C:19]([CH3:23])=[CH:18][N+:17]=2[O-:24])[CH2:11][CH2:10]1)[C:2]1[CH:7]=[CH:6][CH:5]=[CH:4][CH:3]=1.[NH:25]([CH3:27])[CH3:26].C(O)CCC.C([O-])(O)=O.[Na+]. Product: [CH2:1]([NH:8][C@@H:9]1[CH2:14][CH2:13][C@H:12]([NH:15][C:16]2[N+:17]([O-:24])=[CH:18][C:19]([CH3:23])=[C:20]([N:25]([CH3:27])[CH3:26])[CH:21]=2)[CH2:11][CH2:10]1)[C:2]1[CH:7]=[CH:6][CH:5]=[CH:4][CH:3]=1. The catalyst class is: 254.